Predict the reactants needed to synthesize the given product. From a dataset of Full USPTO retrosynthesis dataset with 1.9M reactions from patents (1976-2016). (1) Given the product [F:13][C:14]([F:19])([O:20][C:21]1[CH:22]=[CH:23][C:24]([N:9]2[CH:10]=[N:11][C:7]([C:4]3[CH:3]=[CH:2][C:1]([CH3:12])=[CH:6][CH:5]=3)=[N:8]2)=[CH:25][CH:26]=1)[C:15]([F:16])([F:18])[F:17], predict the reactants needed to synthesize it. The reactants are: [C:1]1([CH3:12])[CH:6]=[CH:5][C:4]([C:7]2[N:11]=[CH:10][NH:9][N:8]=2)=[CH:3][CH:2]=1.[F:13][C:14]([O:20][C:21]1[CH:26]=[CH:25][C:24](Br)=[CH:23][CH:22]=1)([F:19])[C:15]([F:18])([F:17])[F:16].C([O-])([O-])=O.[Cs+].[Cs+].OC1C=CC=C2C=1N=CC=C2.Cl. (2) Given the product [Br:1][C:2]1[CH:7]=[CH:6][N:5]2[C:8]([S:15]([Cl:14])(=[O:17])=[O:16])=[C:9]([CH:11]([CH3:13])[CH3:12])[N:10]=[C:4]2[CH:3]=1, predict the reactants needed to synthesize it. The reactants are: [Br:1][C:2]1[CH:7]=[CH:6][N:5]2[CH:8]=[C:9]([CH:11]([CH3:13])[CH3:12])[N:10]=[C:4]2[CH:3]=1.[Cl:14][S:15](O[Si](C)(C)C)(=[O:17])=[O:16].C(N(CC)CC)C.P(Cl)(Cl)(Cl)=O. (3) The reactants are: Br[C:2]1[CH:3]=[C:4]2[C:10]([C:11]3[CH:21]=[CH:20][C:14]([CH2:15][NH:16][C:17](=[O:19])[CH3:18])=[CH:13][CH:12]=3)=[CH:9][N:8](S(C3C=CC(C)=CC=3)(=O)=O)[C:5]2=[N:6][CH:7]=1.[CH3:32][O:33][C:34]1[CH:35]=[C:36](B(O)O)[CH:37]=[C:38]([O:42][CH3:43])[C:39]=1[O:40][CH3:41].C([O-])([O-])=O.[Na+].[Na+].CCOC(C)=O. Given the product [CH3:43][O:42][C:38]1[CH:37]=[C:36]([C:2]2[CH:3]=[C:4]3[C:10]([C:11]4[CH:21]=[CH:20][C:14]([CH2:15][NH:16][C:17](=[O:19])[CH3:18])=[CH:13][CH:12]=4)=[CH:9][NH:8][C:5]3=[N:6][CH:7]=2)[CH:35]=[C:34]([O:33][CH3:32])[C:39]=1[O:40][CH3:41], predict the reactants needed to synthesize it. (4) The reactants are: [CH2:1]([OH:6])[CH2:2][CH2:3][CH2:4][CH3:5].I[C:8]1[C:9]([CH:21]2[CH:26]3[CH2:27][CH2:28][N:23]([CH2:24][CH2:25]3)[CH2:22]2)=[N:10][N:11](COCC[Si](C)(C)C)[CH:12]=1.CCO.CCO.C(N(CC)CC)C. Given the product [CH2:1]([O:6][C:8]1[C:9]([CH:21]2[CH:26]3[CH2:25][CH2:24][N:23]([CH2:28][CH2:27]3)[CH2:22]2)=[N:10][NH:11][CH:12]=1)[CH2:2][CH2:3][CH2:4][CH3:5], predict the reactants needed to synthesize it. (5) Given the product [Cl:3][C:4]1[CH:9]=[CH:8][C:7]([N:10]([CH2:20][CH:21]2[CH2:23][CH2:22]2)[C:11]2[CH:12]=[CH:13][C:14]([CH:17]=[O:18])=[N:15][CH:16]=2)=[CH:6][CH:5]=1, predict the reactants needed to synthesize it. The reactants are: [H-].[Na+].[Cl:3][C:4]1[CH:9]=[CH:8][C:7]([NH:10][C:11]2[CH:12]=[CH:13][C:14]([CH:17]=[O:18])=[N:15][CH:16]=2)=[CH:6][CH:5]=1.Br[CH2:20][CH:21]1[CH2:23][CH2:22]1.CN(C=O)C. (6) The reactants are: [N+:1]([C:4]1[CH:5]=[C:6]([O:10][CH3:11])[CH:7]=[CH:8][CH:9]=1)([O-:3])=[O:2].Cl.CO[NH2:15].CC(C)([O-])C.[K+]. Given the product [NH2:15][C:5]1[C:6]([O:10][CH3:11])=[CH:7][CH:8]=[CH:9][C:4]=1[N+:1]([O-:3])=[O:2], predict the reactants needed to synthesize it. (7) Given the product [OH:36][CH:20]([C:18]1[CH:19]=[C:14]([C:12]([NH:11][CH2:10][C:3]2[C:4](=[O:9])[NH:5][C:6]([CH3:8])=[CH:7][C:2]=2[CH3:1])=[O:13])[C:15]2[CH:24]=[N:23][N:22]([CH:25]([CH3:27])[CH3:26])[C:16]=2[N:17]=1)[CH2:21][OH:38], predict the reactants needed to synthesize it. The reactants are: [CH3:1][C:2]1[CH:7]=[C:6]([CH3:8])[NH:5][C:4](=[O:9])[C:3]=1[CH2:10][NH:11][C:12]([C:14]1[C:15]2[CH:24]=[N:23][N:22]([CH:25]([CH3:27])[CH3:26])[C:16]=2[N:17]=[C:18]([CH:20]=[CH2:21])[CH:19]=1)=[O:13].C[N+]1([O-])CCOCC1.[OH2:36].C[OH:38].C(Cl)Cl.